This data is from Caco-2 cell permeability data measuring drug intestinal absorption for ~900 compounds. The task is: Regression/Classification. Given a drug SMILES string, predict its absorption, distribution, metabolism, or excretion properties. Task type varies by dataset: regression for continuous measurements (e.g., permeability, clearance, half-life) or binary classification for categorical outcomes (e.g., BBB penetration, CYP inhibition). For this dataset (caco2_wang), we predict Y. (1) The compound is CN(C)CC/C=C1/c2ccccc2Sc2ccc(Cl)cc21. The Y is -4.74 log Papp (cm/s). (2) The molecule is CC1=C(C(=O)O)N2C(=O)C(NC(=O)C(N)c3ccccc3)C2SC1. The Y is -6.36 log Papp (cm/s). (3) The drug is N=C(N)c1cccc(CC(CC(=O)N2CCCCC2C(=O)O)NS(=O)(=O)c2ccc3ccccc3c2)c1. The Y is -7.38 log Papp (cm/s). (4) The molecule is O=C(N[C@@H]1CCOC[C@@H]1C(=O)NO)c1ccc(Cc2c(C(F)(F)F)nn3ccccc23)cc1. The Y is -5.74 log Papp (cm/s). (5) The drug is Cn1cncc1CN(CCN(Cc1ccccc1)S(=O)(=O)c1ccccn1)c1ccc(C#N)cc1. The Y is -5.55 log Papp (cm/s).